This data is from Forward reaction prediction with 1.9M reactions from USPTO patents (1976-2016). The task is: Predict the product of the given reaction. (1) Given the reactants Br[C:2]1[CH:7]=[CH:6][C:5]([C:8]2[NH:12][C:11]3[CH:13]=[C:14]([S:17]([CH3:20])(=[O:19])=[O:18])[CH:15]=[CH:16][C:10]=3[N:9]=2)=[CH:4][CH:3]=1.[F:21][C:22]1[CH:23]=[C:24](B(O)O)[CH:25]=[CH:26][CH:27]=1, predict the reaction product. The product is: [F:21][C:22]1[CH:27]=[C:26]([C:2]2[CH:7]=[CH:6][C:5]([C:8]3[NH:12][C:11]4[CH:13]=[C:14]([S:17]([CH3:20])(=[O:19])=[O:18])[CH:15]=[CH:16][C:10]=4[N:9]=3)=[CH:4][CH:3]=2)[CH:25]=[CH:24][CH:23]=1. (2) Given the reactants [CH3:1][O:2][N:3]([CH3:21])[C:4]([C@@H:6]1[CH2:10][S:9][C:8](=[O:11])[N:7]1[CH2:12][C:13]1[CH:18]=[CH:17][C:16]([O:19][CH3:20])=[CH:15][CH:14]=1)=[O:5].C(OC(C)C)(=O)C.COC1C=CC(CN2C(C(O)=O)CSC2=O)=CC=1.CN1CCOCC1.C(Cl)(=O)C(C)(C)C.CONC, predict the reaction product. The product is: [CH3:1][O:2][N:3]([CH3:21])[C:4]([CH:6]1[CH2:10][S:9][C:8](=[O:11])[N:7]1[CH2:12][C:13]1[CH:18]=[CH:17][C:16]([O:19][CH3:20])=[CH:15][CH:14]=1)=[O:5]. (3) Given the reactants [F:1][C:2]1[C:3]([CH3:12])=[C:4]([NH:8][C:9](=[O:11])[CH3:10])[CH:5]=[CH:6][CH:7]=1.[Br:13]Br, predict the reaction product. The product is: [Br:13][C:7]1[CH:6]=[CH:5][C:4]([NH:8][C:9](=[O:11])[CH3:10])=[C:3]([CH3:12])[C:2]=1[F:1]. (4) Given the reactants [OH:1][CH2:2][CH2:3][NH:4][CH2:5][CH:6]([C:8]1[CH:13]=[CH:12][C:11]([N+:14]([O-:16])=[O:15])=[C:10]([CH3:17])[CH:9]=1)[OH:7].[CH3:18][C:19]([O:22][C:23](O[C:23]([O:22][C:19]([CH3:21])([CH3:20])[CH3:18])=[O:24])=[O:24])([CH3:21])[CH3:20], predict the reaction product. The product is: [OH:7][CH:6]([C:8]1[CH:13]=[CH:12][C:11]([N+:14]([O-:16])=[O:15])=[C:10]([CH3:17])[CH:9]=1)[CH2:5][N:4]([CH2:3][CH2:2][OH:1])[C:23](=[O:24])[O:22][C:19]([CH3:21])([CH3:20])[CH3:18]. (5) Given the reactants [F:1][CH:2]([F:19])[C:3]1[C:12]([C:13]2[CH:14]=[N:15][N:16]([CH3:18])[CH:17]=2)=[CH:11][C:6]2[O:7][CH2:8][CH2:9][NH:10][C:5]=2[CH:4]=1.Br[C:21]1[C:25]2[CH2:26][N:27]([C:30](=[O:32])[CH3:31])[CH2:28][CH2:29][C:24]=2[N:23]([CH:33]2[CH2:38][CH2:37][O:36][CH2:35][CH2:34]2)[N:22]=1.C(O[Na])(C)(C)C.C1(P(C2CCCCC2)C2C=CC=CC=2C2C(OC(C)C)=CC=CC=2OC(C)C)CCCCC1, predict the reaction product. The product is: [F:19][CH:2]([F:1])[C:3]1[C:12]([C:13]2[CH:14]=[N:15][N:16]([CH3:18])[CH:17]=2)=[CH:11][C:6]2[O:7][CH2:8][CH2:9][N:10]([C:21]3[C:25]4[CH2:26][N:27]([C:30](=[O:32])[CH3:31])[CH2:28][CH2:29][C:24]=4[N:23]([CH:33]4[CH2:38][CH2:37][O:36][CH2:35][CH2:34]4)[N:22]=3)[C:5]=2[CH:4]=1. (6) Given the reactants [CH3:1][O:2][C:3]([C:5]1[CH:6]=[C:7]([Cl:24])[CH:8]=[C:9]2[C:14]=1[NH:13][CH:12]([C:15]1[CH:20]=[CH:19][CH:18]=[C:17](Br)[CH:16]=1)[C:11]([CH3:23])([CH3:22])[CH2:10]2)=[O:4].[CH3:25][N:26]([CH3:36])[C:27]1[CH:32]=[CH:31][C:30](B(O)O)=[CH:29][CH:28]=1.C(=O)([O-])[O-].[Na+].[Na+], predict the reaction product. The product is: [CH3:1][O:2][C:3]([C:5]1[CH:6]=[C:7]([Cl:24])[CH:8]=[C:9]2[C:14]=1[NH:13][CH:12]([C:15]1[CH:16]=[C:17]([C:30]3[CH:31]=[CH:32][C:27]([N:26]([CH3:36])[CH3:25])=[CH:28][CH:29]=3)[CH:18]=[CH:19][CH:20]=1)[C:11]([CH3:23])([CH3:22])[CH2:10]2)=[O:4]. (7) Given the reactants [CH3:1][O:2][C:3]1[CH:4]=[CH:5][C:6]([C@H:9]2[CH2:11][C@@H:10]2[CH2:12][O:13][C:14]2[C:19]([C:20]#[C:21][Si](C)(C)C)=[CH:18][N:17]=[C:16]([CH3:26])[N:15]=2)=[N:7][CH:8]=1, predict the reaction product. The product is: [C:20]([C:19]1[C:14]([O:13][CH2:12][C@H:10]2[CH2:11][C@@H:9]2[C:6]2[CH:5]=[CH:4][C:3]([O:2][CH3:1])=[CH:8][N:7]=2)=[N:15][C:16]([CH3:26])=[N:17][CH:18]=1)#[CH:21].